Predict the product of the given reaction. From a dataset of Forward reaction prediction with 1.9M reactions from USPTO patents (1976-2016). (1) Given the reactants C(OC(=O)[NH:7][C@H:8]1[CH2:13][CH2:12][C@@H:11]([NH:14][C:15]2[N:20]=[C:19]([O:21][CH3:22])[C:18]([CH3:23])=[CH:17][N:16]=2)[CH2:10][CH2:9]1)(C)(C)C.C(O)(C(F)(F)F)=O, predict the reaction product. The product is: [CH3:22][O:21][C:19]1[C:18]([CH3:23])=[CH:17][N:16]=[C:15]([NH:14][C@@H:11]2[CH2:12][CH2:13][C@H:8]([NH2:7])[CH2:9][CH2:10]2)[N:20]=1. (2) Given the reactants Br[CH:2]1CCC[CH2:4][N:3]1OC1C=CC=CC=1.C(=[NH:28])(C1C=CC=CC=1)C1C=CC=CC=1.C[C:30]([CH3:33])([O-:32])[CH3:31].[Na+].[C:35]1(C)[CH:40]=[CH:39][CH:38]=[CH:37][CH:36]=1, predict the reaction product. The product is: [NH:3]1[CH2:4][CH2:33][CH:30]([O:32][C:37]2[CH:36]=[C:35]([NH2:28])[CH:40]=[CH:39][CH:38]=2)[CH2:31][CH2:2]1.